The task is: Predict the reaction yield, written as a fraction of the theoretical maximum amount of product (1.0 means a 100% yield; for example, 0.34 means a 34% yield).. This data is from Reaction yield outcomes from USPTO patents with 853,638 reactions. The reactants are [Cl:1][C:2]1[N:3]=[C:4]([CH2:16][CH3:17])[NH:5][C:6]=1[CH2:7][O:8]CC1C=CC=CC=1.CS(O)(=O)=O.[OH-].[Na+]. The catalyst is C(Cl)(Cl)Cl. The product is [Cl:1][C:2]1[N:3]=[C:4]([CH2:16][CH3:17])[NH:5][C:6]=1[CH2:7][OH:8]. The yield is 1.00.